From a dataset of Catalyst prediction with 721,799 reactions and 888 catalyst types from USPTO. Predict which catalyst facilitates the given reaction. (1) Reactant: Cl[C:2]1[C:7]([C:8]([O:10][CH2:11][CH3:12])=[O:9])=[CH:6][N:5]=[C:4]([C:13]2[CH:18]=[CH:17][CH:16]=[CH:15][CH:14]=2)[N:3]=1.[C:19]([O:23][C:24]([NH:26][C@H:27]1[CH2:32][CH2:31][C@H:30]([NH2:33])[CH2:29][CH2:28]1)=[O:25])([CH3:22])([CH3:21])[CH3:20].CN(C1C=CC=CN=1)C. Product: [C:19]([O:23][C:24]([NH:26][C@H:27]1[CH2:28][CH2:29][C@H:30]([NH:33][C:2]2[C:7]([C:8]([O:10][CH2:11][CH3:12])=[O:9])=[CH:6][N:5]=[C:4]([C:13]3[CH:18]=[CH:17][CH:16]=[CH:15][CH:14]=3)[N:3]=2)[CH2:31][CH2:32]1)=[O:25])([CH3:22])([CH3:20])[CH3:21]. The catalyst class is: 8. (2) Reactant: [C:1]([NH:9][C:10]1[CH:30]=[CH:29][C:13]([O:14][C:15]2[C:24]3[C:19](=[CH:20][C:21]([OH:27])=[C:22]([O:25][CH3:26])[CH:23]=3)[N:18]=[CH:17][C:16]=2[Br:28])=[CH:12][CH:11]=1)(=[O:8])[C:2]1[CH:7]=[CH:6][CH:5]=[CH:4][CH:3]=1.C([O-])([O-])=O.[K+].[K+].[CH:37]1([O:42][C:43](=[O:56])[C@@H:44]([NH:48][C:49]([O:51][C:52]([CH3:55])([CH3:54])[CH3:53])=[O:50])[CH2:45][CH2:46]Br)[CH2:41][CH2:40][CH2:39][CH2:38]1. Product: [CH:37]1([O:42][C:43](=[O:56])[C@@H:44]([NH:48][C:49]([O:51][C:52]([CH3:55])([CH3:54])[CH3:53])=[O:50])[CH2:45][CH2:46][O:27][C:21]2[CH:20]=[C:19]3[C:24]([C:15]([O:14][C:13]4[CH:29]=[CH:30][C:10]([NH:9][C:1](=[O:8])[C:2]5[CH:3]=[CH:4][CH:5]=[CH:6][CH:7]=5)=[CH:11][CH:12]=4)=[C:16]([Br:28])[CH:17]=[N:18]3)=[CH:23][C:22]=2[O:25][CH3:26])[CH2:38][CH2:39][CH2:40][CH2:41]1. The catalyst class is: 3.